From a dataset of Reaction yield outcomes from USPTO patents with 853,638 reactions. Predict the reaction yield, written as a fraction of the theoretical maximum amount of product (1.0 means a 100% yield; for example, 0.34 means a 34% yield). (1) The reactants are C([O-])([O-])=[O:2].C([O-])([O-])=O.OO.OO.OO.[Na+].[Na+].[Na+].[Na+].[NH2:19][C:20]1[N:21]=[C:22]([NH:31][C:32]2[CH:33]=[C:34]3[C:38](=[C:39]([C:41]4[S:45][C:44]5[CH:46]=[CH:47][CH:48]=[CH:49][C:43]=5[CH:42]=4)[CH:40]=2)[NH:37][N:36]=[CH:35]3)[C:23]2[C:28]([C:29]#[N:30])=[CH:27][NH:26][C:24]=2[N:25]=1.NC1N=C2N=CN(C#N)C(Cl)=C2C=1.O=P(Cl)(Cl)Cl.Cl. The catalyst is [OH-].[K+]. The product is [NH2:19][C:20]1[N:21]=[C:22]([NH:31][C:32]2[CH:33]=[C:34]3[C:38](=[C:39]([C:41]4[S:45][C:44]5[CH:46]=[CH:47][CH:48]=[CH:49][C:43]=5[CH:42]=4)[CH:40]=2)[NH:37][N:36]=[CH:35]3)[C:23]2[C:28]([C:29]([NH2:30])=[O:2])=[CH:27][NH:26][C:24]=2[N:25]=1. The yield is 0.0700. (2) The reactants are CC#N.C(=O)=O.[CH2:7]([N:10]1[CH2:15][CH2:14][O:13][CH2:12][CH2:11]1)[C:8]#[CH:9].C([Mg]Cl)(C)C.CON(C)[C:24](=[O:26])[CH3:25]. The catalyst is C1COCC1. The product is [N:10]1([CH2:7][C:8]#[C:9][C:24](=[O:26])[CH3:25])[CH2:15][CH2:14][O:13][CH2:12][CH2:11]1. The yield is 0.711. (3) The reactants are [NH2:1][C:2]1[C:3]([CH3:12])=[C:4]([CH:9]=[CH:10][CH:11]=1)[C:5]([O:7][CH3:8])=[O:6].O=[C:14]1[CH2:19][CH2:18][CH:17]([NH:20][C:21](=[O:27])[O:22][C:23]([CH3:26])([CH3:25])[CH3:24])[CH2:16][CH2:15]1.C(O)(=O)C.C(O[BH-](OC(=O)C)OC(=O)C)(=O)C.[Na+]. The catalyst is ClC(Cl)C. The product is [C:23]([O:22][C:21]([NH:20][C@H:17]1[CH2:18][CH2:19][C@H:14]([NH:1][C:2]2[C:3]([CH3:12])=[C:4]([CH:9]=[CH:10][CH:11]=2)[C:5]([O:7][CH3:8])=[O:6])[CH2:15][CH2:16]1)=[O:27])([CH3:26])([CH3:24])[CH3:25]. The yield is 0.348. (4) The reactants are [CH3:1][C:2]1[CH:7]=[CH:6][C:5]([NH:8][S:9]([CH3:12])(=[O:11])=[O:10])=[CH:4][C:3]=1B1OC(C)(C)C(C)(C)O1.Br[CH:23]=[C:24]1[C:30]2[CH:31]=[CH:32][CH:33]=[CH:34][C:29]=2[CH2:28][CH2:27][C:26]2[CH:35]=[CH:36][CH:37]=[CH:38][C:25]1=2. No catalyst specified. The product is [CH:35]1[C:26]2[CH2:27][CH2:28][C:29]3[CH:34]=[CH:33][CH:32]=[CH:31][C:30]=3[C:24](=[CH:23][C:3]3[CH:4]=[C:5]([NH:8][S:9]([CH3:12])(=[O:10])=[O:11])[CH:6]=[CH:7][C:2]=3[CH3:1])[C:25]=2[CH:38]=[CH:37][CH:36]=1. The yield is 0.610. (5) The reactants are [C:1]([O:5][C:6]([N:8]([CH:22]([CH3:24])[CH3:23])[CH2:9][CH:10]([C:15]1[CH:20]=[CH:19][C:18]([Cl:21])=[CH:17][CH:16]=1)[C:11]([O:13]C)=[O:12])=[O:7])([CH3:4])([CH3:3])[CH3:2].C[Si](C)(C)[O-].[K+:30]. The catalyst is C1COCC1. The product is [C:1]([O:5][C:6]([N:8]([CH:22]([CH3:24])[CH3:23])[CH2:9][CH:10]([C:15]1[CH:20]=[CH:19][C:18]([Cl:21])=[CH:17][CH:16]=1)[C:11]([O-:13])=[O:12])=[O:7])([CH3:3])([CH3:4])[CH3:2].[K+:30]. The yield is 1.05. (6) The reactants are [I-].[K+].Br[CH:4]([C:6]1[CH:7]=[C:8]([C:23]([O:25][CH3:26])=[O:24])[CH:9]=[C:10]2[C:15]=1[O:14][C:13]([N:16]1[CH2:21][CH2:20][O:19][CH2:18][CH2:17]1)=[CH:12][C:11]2=[O:22])[CH3:5].[F:27][C:28]1[CH:29]=[C:30]([CH:33]=[C:34]([F:36])[CH:35]=1)[NH:31][CH3:32]. The catalyst is C(Cl)(Cl)Cl.CO. The product is [F:27][C:28]1[CH:29]=[C:30]([N:31]([CH3:32])[CH:4]([C:6]2[CH:7]=[C:8]([C:23]([O:25][CH3:26])=[O:24])[CH:9]=[C:10]3[C:15]=2[O:14][C:13]([N:16]2[CH2:21][CH2:20][O:19][CH2:18][CH2:17]2)=[CH:12][C:11]3=[O:22])[CH3:5])[CH:33]=[C:34]([F:36])[CH:35]=1. The yield is 0.810.